From a dataset of Forward reaction prediction with 1.9M reactions from USPTO patents (1976-2016). Predict the product of the given reaction. (1) Given the reactants [N+:1]([C:4]1[CH:5]=[C:6]([C:17]2[S:18][C:19]([C:23]([O:25][CH2:26][CH3:27])=[O:24])=[C:20]([CH3:22])[N:21]=2)[CH:7]=[CH:8][C:9]=1[O:10][C:11]1[CH:16]=[CH:15][CH:14]=[CH:13][CH:12]=1)([O-])=O, predict the reaction product. The product is: [NH2:1][C:4]1[CH:5]=[C:6]([C:17]2[S:18][C:19]([C:23]([O:25][CH2:26][CH3:27])=[O:24])=[C:20]([CH3:22])[N:21]=2)[CH:7]=[CH:8][C:9]=1[O:10][C:11]1[CH:16]=[CH:15][CH:14]=[CH:13][CH:12]=1. (2) Given the reactants [CH2:1]([CH:3]1[N:12]2[C:7](=[CH:8][C:9](=[O:18])[C:10]([C:13]([O:15][CH2:16][CH3:17])=[O:14])=[CH:11]2)[C:6]2[CH:19]=[C:20]([O:24][CH3:25])[C:21]([OH:23])=[CH:22][C:5]=2[CH2:4]1)[CH3:2].Br[CH2:27][CH2:28][OH:29].C([O-])([O-])=O.[K+].[K+].O, predict the reaction product. The product is: [CH2:1]([CH:3]1[N:12]2[C:7](=[CH:8][C:9](=[O:18])[C:10]([C:13]([O:15][CH2:16][CH3:17])=[O:14])=[CH:11]2)[C:6]2[CH:19]=[C:20]([O:24][CH3:25])[C:21]([O:23][CH2:27][CH2:28][OH:29])=[CH:22][C:5]=2[CH2:4]1)[CH3:2].